This data is from Cav3 T-type calcium channel HTS with 100,875 compounds. The task is: Binary Classification. Given a drug SMILES string, predict its activity (active/inactive) in a high-throughput screening assay against a specified biological target. The compound is O1C(CN(c2n3ncnc3nc3c2CCC(C3)C)CC1C)C. The result is 0 (inactive).